From a dataset of Forward reaction prediction with 1.9M reactions from USPTO patents (1976-2016). Predict the product of the given reaction. (1) Given the reactants CN(C)C=O.Br[C:7]1[C:8]([C:21]#[N:22])=[N:9][C:10]([CH2:13][N:14]2[C:19](=[O:20])[CH:18]=[CH:17][CH:16]=[N:15]2)=[CH:11][N:12]=1.C(=O)([O-])[O-].[K+].[K+].[F:29][C:30]1[CH:35]=[CH:34][C:33]([SH:36])=[CH:32][CH:31]=1, predict the reaction product. The product is: [F:29][C:30]1[CH:35]=[CH:34][C:33]([S:36][C:7]2[C:8]([C:21]#[N:22])=[N:9][C:10]([CH2:13][N:14]3[C:19](=[O:20])[CH:18]=[CH:17][CH:16]=[N:15]3)=[CH:11][N:12]=2)=[CH:32][CH:31]=1. (2) Given the reactants C[O:2][C:3](=[O:31])[CH2:4][O:5][C:6]1[CH:11]=[CH:10][CH:9]=[CH:8][C:7]=1[N:12]([C:14](=[O:30])[C:15]1[CH:20]=[CH:19][C:18]([Cl:21])=[C:17]([C:22]2[CH:23]=[N:24][C:25]([Cl:29])=[CH:26][C:27]=2[CH3:28])[CH:16]=1)[CH3:13].[Li+].[OH-], predict the reaction product. The product is: [Cl:21][C:18]1[CH:19]=[CH:20][C:15]([C:14]([N:12]([CH3:13])[C:7]2[CH:8]=[CH:9][CH:10]=[CH:11][C:6]=2[O:5][CH2:4][C:3]([OH:31])=[O:2])=[O:30])=[CH:16][C:17]=1[C:22]1[CH:23]=[N:24][C:25]([Cl:29])=[CH:26][C:27]=1[CH3:28]. (3) Given the reactants NC1C=CC(OC2C=CN=C([NH:13][CH2:14][CH2:15][CH2:16][CH2:17][N:18]([CH3:20])[CH3:19])N=2)=CC=1C.Cl[C:25]1[N:30]=[C:29]([O:31][C:32]2[CH:37]=[CH:36][C:35]([NH2:38])=[C:34]([C:39]([F:42])([F:41])[F:40])[CH:33]=2)[CH:28]=[CH:27][N:26]=1, predict the reaction product. The product is: [NH2:38][C:35]1[CH:36]=[CH:37][C:32]([O:31][C:29]2[CH:28]=[CH:27][N:26]=[C:25]([NH:13][CH2:14][CH2:15][CH2:16][CH2:17][N:18]([CH3:20])[CH3:19])[N:30]=2)=[CH:33][C:34]=1[C:39]([F:42])([F:41])[F:40].